The task is: Predict the product of the given reaction.. This data is from Forward reaction prediction with 1.9M reactions from USPTO patents (1976-2016). (1) The product is: [CH3:12][O:2][C:1]([C:4]1[CH:11]=[CH:10][C:7]([CH:8]=[O:9])=[CH:6][CH:5]=1)=[O:3]. Given the reactants [C:1]([C:4]1[CH:11]=[CH:10][C:7]([CH:8]=[O:9])=[CH:6][CH:5]=1)([OH:3])=[O:2].[C:12](Cl)(=O)C, predict the reaction product. (2) Given the reactants [CH2:1]([O:5][C:6]1[CH:7]=[C:8]([CH:12]([C:26]([O:28][C:29]([CH3:32])([CH3:31])[CH3:30])=[O:27])[CH2:13][NH:14][CH:15]([CH2:21][O:22]C(=O)C)[C:16]([N:18]([CH3:20])[CH3:19])=[O:17])[CH:9]=[CH:10][CH:11]=1)[CH2:2][CH2:3][CH3:4], predict the reaction product. The product is: [CH2:1]([O:5][C:6]1[CH:7]=[C:8]([CH:12]([C:26]([O:28][C:29]([CH3:30])([CH3:32])[CH3:31])=[O:27])[CH2:13][NH:14][CH:15]([CH2:21][OH:22])[C:16]([N:18]([CH3:19])[CH3:20])=[O:17])[CH:9]=[CH:10][CH:11]=1)[CH2:2][CH2:3][CH3:4].